The task is: Binary Classification. Given a miRNA mature sequence and a target amino acid sequence, predict their likelihood of interaction.. This data is from Experimentally validated miRNA-target interactions with 360,000+ pairs, plus equal number of negative samples. The miRNA is mmu-miR-3076-5p with sequence CACAGGGGAAGCUCAGUGCCAGCC. The protein sequence of the target gene is MAREECKALLDALNKTTACYHHLVLTVGGSADTQDLREELQKTRQKARELAVATGARLTVALRDRSLATEERAEFERLWVAFSGCLDLLEADMQRALALGATFPLHAPRRPLVRTGVTGGSSAVAARALSARSLRHEAESDFDVADLPQLEREVLQVGEMIDDMEMKVNVPRWTVQARQAAGAELLSGASAGASSAGGISVEERAGPCDPSKALAATVFSAVLLVAVALALCVAKLS. Result: 1 (interaction).